Dataset: Full USPTO retrosynthesis dataset with 1.9M reactions from patents (1976-2016). Task: Predict the reactants needed to synthesize the given product. Given the product [OH:2][CH:1]([C:3]1[CH:4]=[CH:5][C:6]2[N:7]([CH:9]=[C:10]([C:12]([NH:14][C:15]3[CH:20]=[CH:19][CH:18]=[CH:17][CH:16]=3)=[O:13])[N:11]=2)[CH:8]=1)[CH3:21], predict the reactants needed to synthesize it. The reactants are: [CH:1]([C:3]1[CH:4]=[CH:5][C:6]2[N:7]([CH:9]=[C:10]([C:12]([NH:14][C:15]3[CH:20]=[CH:19][CH:18]=[CH:17][CH:16]=3)=[O:13])[N:11]=2)[CH:8]=1)=[O:2].[CH3:21][Mg]Cl.[Cl-].[NH4+].